From a dataset of Forward reaction prediction with 1.9M reactions from USPTO patents (1976-2016). Predict the product of the given reaction. (1) Given the reactants C(OC(=O)[NH:7][CH:8]([NH:17][CH2:18][CH2:19][C:20]1[CH:25]=[CH:24][C:23]([C:26]2[N:27]=[C:28]([NH:42][C:43](=[O:45])[CH3:44])[S:29][C:30]=2[CH2:31][C:32]2[CH:37]=[CH:36][C:35]([S:38]([CH3:41])(=[O:40])=[O:39])=[CH:34][CH:33]=2)=[CH:22][CH:21]=1)[NH:9]C(=O)OC(C)(C)C)(C)(C)C.CO.[ClH:49], predict the reaction product. The product is: [ClH:49].[NH2:9][C:8]([NH:17][CH2:18][CH2:19][C:20]1[CH:25]=[CH:24][C:23]([C:26]2[N:27]=[C:28]([NH:42][C:43](=[O:45])[CH3:44])[S:29][C:30]=2[CH2:31][C:32]2[CH:37]=[CH:36][C:35]([S:38]([CH3:41])(=[O:40])=[O:39])=[CH:34][CH:33]=2)=[CH:22][CH:21]=1)=[NH:7]. (2) Given the reactants [C:1]([C:4]1[CH:5]=[C:6]([C:10]2[N:15]=[C:14]([NH:16][C:17]3[CH:18]=[C:19]4[C:23](=[CH:24][CH:25]=3)[N:22]([C:26]([O:28][C:29]([CH3:32])([CH3:31])[CH3:30])=[O:27])[N:21]=[CH:20]4)[CH:13]=[CH:12][N:11]=2)[CH:7]=[CH:8][CH:9]=1)(=O)[CH3:2].C([O-])(C)=O.[NH4+].[BH3-]C#[N:40].[Na+], predict the reaction product. The product is: [NH2:40][CH:1]([C:4]1[CH:5]=[C:6]([C:10]2[N:15]=[C:14]([NH:16][C:17]3[CH:18]=[C:19]4[C:23](=[CH:24][CH:25]=3)[N:22]([C:26]([O:28][C:29]([CH3:31])([CH3:30])[CH3:32])=[O:27])[N:21]=[CH:20]4)[CH:13]=[CH:12][N:11]=2)[CH:7]=[CH:8][CH:9]=1)[CH3:2]. (3) Given the reactants [I-].[C:2]([NH:6][C:7]([C:9]1([CH:17]2[CH2:22][CH2:21][CH2:20][CH2:19][CH2:18]2)[CH2:15][CH:14]2[NH2+:16][CH:11]([CH2:12][CH2:13]2)[CH2:10]1)=[O:8])([CH3:5])([CH3:4])[CH3:3].[C:23]([N:27]1[CH2:32][CH2:31][C@@H:30]([C:33](O)=[O:34])[C@H:29]([C:36]2[CH:41]=[CH:40][C:39]([F:42])=[CH:38][C:37]=2[F:43])[CH2:28]1)([CH3:26])([CH3:25])[CH3:24].C1C=CC2N(O)N=NC=2C=1.C(Cl)C[Cl:56].CCN(C(C)C)C(C)C, predict the reaction product. The product is: [Cl-:56].[C:23]([NH+:27]1[CH2:32][CH2:31][C@@H:30]([C:33]([N:16]2[CH:11]3[CH2:12][CH2:13][CH:14]2[CH2:15][C:9]([C:7]([NH:6][C:2]([CH3:5])([CH3:3])[CH3:4])=[O:8])([CH:17]2[CH2:22][CH2:21][CH2:20][CH2:19][CH2:18]2)[CH2:10]3)=[O:34])[C@H:29]([C:36]2[CH:41]=[CH:40][C:39]([F:42])=[CH:38][C:37]=2[F:43])[CH2:28]1)([CH3:26])([CH3:24])[CH3:25]. (4) Given the reactants [N:1]([CH2:4][C:5]1[CH:6]=[C:7]([CH3:12])[C:8]([Cl:11])=[N:9][CH:10]=1)=[N+]=[N-].C1C=CC(P(C2C=CC=CC=2)C2C=CC=CC=2)=CC=1.O, predict the reaction product. The product is: [ClH:11].[Cl:11][C:8]1[N:9]=[CH:10][C:5]([CH2:4][NH2:1])=[CH:6][C:7]=1[CH3:12]. (5) Given the reactants CN[C@@H]1CCCC[C@H]1NC.P([O-])([O-])([O-])=O.[K+].[K+].[K+].[NH:19]1[CH:23]=[N:22][CH:21]=[N:20]1.[Cl:24][C:25]1[CH:40]=[CH:39][C:28]([CH2:29][NH:30][C@@H:31]([C:33]2[CH:38]=[CH:37][CH:36]=[CH:35][CH:34]=2)[CH3:32])=[CH:27][C:26]=1I, predict the reaction product. The product is: [Cl:24][C:25]1[CH:26]=[CH:27][C:28]([CH2:29][NH:30][C@@H:31]([C:33]2[CH:34]=[CH:35][CH:36]=[CH:37][CH:38]=2)[CH3:32])=[CH:39][C:40]=1[N:19]1[CH:23]=[N:22][CH:21]=[N:20]1.